From a dataset of Reaction yield outcomes from USPTO patents with 853,638 reactions. Predict the reaction yield, written as a fraction of the theoretical maximum amount of product (1.0 means a 100% yield; for example, 0.34 means a 34% yield). (1) The reactants are Cl.[F:2][C:3]1[CH:8]=[CH:7][C:6]([CH:9]([OH:23])[CH:10]([NH2:22])[CH2:11][C:12]2[CH:17]=[CH:16][C:15]([C:18]([F:21])([F:20])[F:19])=[CH:14][CH:13]=2)=[CH:5][CH:4]=1.[CH:24]1[C:33]2[C:28](=[CH:29][CH:30]=[CH:31][CH:32]=2)[CH:27]=[CH:26][C:25]=1[C:34](Cl)=[O:35].C(=O)([O-])O.[Na+]. The catalyst is C(OCC)(=O)C.O. The product is [F:2][C:3]1[CH:4]=[CH:5][C:6]([CH:9]([OH:23])[CH:10]([NH:22][C:34]([C:25]2[CH:26]=[CH:27][C:28]3[C:33](=[CH:32][CH:31]=[CH:30][CH:29]=3)[CH:24]=2)=[O:35])[CH2:11][C:12]2[CH:17]=[CH:16][C:15]([C:18]([F:21])([F:20])[F:19])=[CH:14][CH:13]=2)=[CH:7][CH:8]=1. The yield is 0.650. (2) The reactants are [Cl:1][C:2]1[CH:3]=[C:4]([NH:17][C:18]2[C:27]3[C:22](=[CH:23][CH:24]=[C:25]([C:28]4[O:29][C:30]([CH:33]=O)=[CH:31][CH:32]=4)[CH:26]=3)[N:21]=[CH:20][N:19]=2)[CH:5]=[CH:6][C:7]=1[O:8][CH2:9][C:10]1[CH:15]=[CH:14][CH:13]=[C:12]([F:16])[CH:11]=1.Cl.[N+:36]([C:39]1[CH:44]=[CH:43][C:42]([CH2:45][CH2:46][NH2:47])=[CH:41][CH:40]=1)([O-:38])=[O:37].C(N(C(C)C)CC)(C)C.C(O[BH-](OC(=O)C)OC(=O)C)(=O)C.[Na+].C(=O)([O-])[O-].[Na+].[Na+]. The catalyst is O1CCCC1. The product is [Cl:1][C:2]1[CH:3]=[C:4]([NH:17][C:18]2[C:27]3[C:22](=[CH:23][CH:24]=[C:25]([C:28]4[O:29][C:30]([CH2:33][NH:47][CH2:46][CH2:45][C:42]5[CH:41]=[CH:40][C:39]([N+:36]([O-:38])=[O:37])=[CH:44][CH:43]=5)=[CH:31][CH:32]=4)[CH:26]=3)[N:21]=[CH:20][N:19]=2)[CH:5]=[CH:6][C:7]=1[O:8][CH2:9][C:10]1[CH:15]=[CH:14][CH:13]=[C:12]([F:16])[CH:11]=1. The yield is 0.497. (3) The reactants are [F:1][C:2]([F:16])([F:15])[C:3]1[CH:4]=[C:5]([CH:9]2[S:14][CH2:13][CH2:12][CH2:11][S:10]2)[CH:6]=[CH:7][CH:8]=1.[Li]CCCC.[F:22][C:23]1[CH:30]=[CH:29][C:26]([CH:27]=[O:28])=[CH:25][CH:24]=1.[Cl-].[NH4+]. The catalyst is C1COCC1. The product is [F:22][C:23]1[CH:30]=[CH:29][C:26]([CH:27]([C:9]2([C:5]3[CH:6]=[CH:7][CH:8]=[C:3]([C:2]([F:1])([F:15])[F:16])[CH:4]=3)[S:10][CH2:11][CH2:12][CH2:13][S:14]2)[OH:28])=[CH:25][CH:24]=1. The yield is 0.920.